This data is from Full USPTO retrosynthesis dataset with 1.9M reactions from patents (1976-2016). The task is: Predict the reactants needed to synthesize the given product. (1) Given the product [CH3:1][N:2]([CH3:19])[CH:3]=[N:4][S:5]([C:8]1[C:13]([OH:14])=[CH:12][CH:11]=[CH:10][C:9]=1[N+:16]([O-:18])=[O:17])(=[O:6])=[O:7], predict the reactants needed to synthesize it. The reactants are: [CH3:1][N:2]([CH3:19])[CH:3]=[N:4][S:5]([C:8]1[C:13]([O:14]C)=[CH:12][CH:11]=[CH:10][C:9]=1[N+:16]([O-:18])=[O:17])(=[O:7])=[O:6]. (2) Given the product [C:1]([O:5][C:6]([C@@H:8]([N:13]1[CH2:14][CH2:15][N:16]([CH2:17][C:18]2[N:23]=[C:22]([C:24]([O:26][CH3:27])=[O:25])[CH:21]=[CH:20][CH:19]=2)[C:34]1=[O:37])[C:9]([CH3:12])([CH3:11])[CH3:10])=[O:7])([CH3:2])([CH3:3])[CH3:4], predict the reactants needed to synthesize it. The reactants are: [C:1]([O:5][C:6]([C@@H:8]([NH:13][CH2:14][CH2:15][NH:16][CH2:17][C:18]1[N:23]=[C:22]([C:24]([O:26][CH3:27])=[O:25])[CH:21]=[CH:20][CH:19]=1)[C:9]([CH3:12])([CH3:11])[CH3:10])=[O:7])([CH3:4])([CH3:3])[CH3:2].[N+](C1C=C[C:34]([O:37]C(=O)OC2C=CC([N+]([O-])=O)=CC=2)=CC=1)([O-])=O.C(=O)(O)[O-].[Na+].